From a dataset of Reaction yield outcomes from USPTO patents with 853,638 reactions. Predict the reaction yield, written as a fraction of the theoretical maximum amount of product (1.0 means a 100% yield; for example, 0.34 means a 34% yield). (1) The reactants are [CH2:1]([O:8][C:9](=[O:14])[C@H:10]([CH2:12][OH:13])[NH2:11])[C:2]1[CH:7]=[CH:6][CH:5]=[CH:4][CH:3]=1.[C:15]([O:30][C@H:31]([CH2:36][CH2:37][CH2:38][CH2:39][CH2:40][CH2:41][CH2:42][CH2:43][CH2:44][CH2:45][CH3:46])[CH2:32][C:33](O)=[O:34])(=[O:29])[CH2:16][CH2:17][CH2:18][CH2:19][CH2:20][CH2:21][CH2:22][CH2:23][CH2:24][CH2:25][CH2:26][CH2:27][CH3:28].C(Cl)CCl.CI. No catalyst specified. The product is [CH2:1]([O:8][C:9](=[O:14])[C@H:10]([CH2:12][OH:13])[NH:11][C:33](=[O:34])[CH2:32][C@H:31]([O:30][C:15](=[O:29])[CH2:16][CH2:17][CH2:18][CH2:19][CH2:20][CH2:21][CH2:22][CH2:23][CH2:24][CH2:25][CH2:26][CH2:27][CH3:28])[CH2:36][CH2:37][CH2:38][CH2:39][CH2:40][CH2:41][CH2:42][CH2:43][CH2:44][CH2:45][CH3:46])[C:2]1[CH:7]=[CH:6][CH:5]=[CH:4][CH:3]=1. The yield is 0.940. (2) The reactants are Br[C:2]1[CH:7]=[CH:6][C:5]([C:8]2[C:9]3[C:14]([C:15]([C:22]4[CH:27]=[CH:26][CH:25]=[CH:24][CH:23]=4)=[C:16]4[C:21]=2[CH:20]=[CH:19][CH:18]=[CH:17]4)=[CH:13][CH:12]=[CH:11][CH:10]=3)=[CH:4][CH:3]=1.[CH:28]1[C:40]2[NH:39][C:38]3[C:33](=[CH:34][C:35]([C:41]4[CH:59]=[CH:58][C:44]([N:45]([C:52]5[CH:57]=[CH:56][CH:55]=[CH:54][CH:53]=5)[C:46]5[CH:51]=[CH:50][CH:49]=[CH:48][CH:47]=5)=[CH:43][CH:42]=4)=[CH:36][CH:37]=3)[C:32]=2[CH:31]=[C:30]([C:60]2[CH:78]=[CH:77][C:63]([N:64]([C:71]3[CH:76]=[CH:75][CH:74]=[CH:73][CH:72]=3)[C:65]3[CH:70]=[CH:69][CH:68]=[CH:67][CH:66]=3)=[CH:62][CH:61]=2)[CH:29]=1.CC(C)([O-])C.[Na+].C(P(C(C)(C)C)C(C)(C)C)(C)(C)C. The catalyst is C1C=CC(/C=C/C(/C=C/C2C=CC=CC=2)=O)=CC=1.C1C=CC(/C=C/C(/C=C/C2C=CC=CC=2)=O)=CC=1.[Pd].CCCCCC.C1(C)C=CC=CC=1. The product is [C:22]1([C:15]2[C:16]3[C:21](=[CH:20][CH:19]=[CH:18][CH:17]=3)[C:8]([C:5]3[CH:4]=[CH:3][C:2]([N:39]4[C:40]5[CH:28]=[CH:29][C:30]([C:60]6[CH:61]=[CH:62][C:63]([N:64]([C:65]7[CH:70]=[CH:69][CH:68]=[CH:67][CH:66]=7)[C:71]7[CH:72]=[CH:73][CH:74]=[CH:75][CH:76]=7)=[CH:77][CH:78]=6)=[CH:31][C:32]=5[C:33]5[C:38]4=[CH:37][CH:36]=[C:35]([C:41]4[CH:42]=[CH:43][C:44]([N:45]([C:52]6[CH:53]=[CH:54][CH:55]=[CH:56][CH:57]=6)[C:46]6[CH:47]=[CH:48][CH:49]=[CH:50][CH:51]=6)=[CH:58][CH:59]=4)[CH:34]=5)=[CH:7][CH:6]=3)=[C:9]3[C:14]=2[CH:13]=[CH:12][CH:11]=[CH:10]3)[CH:23]=[CH:24][CH:25]=[CH:26][CH:27]=1. The yield is 0.420. (3) The reactants are [CH2:1]([O:8][C:9]([N:11]1[CH2:15][CH2:14][CH:13]([O:16][CH3:17])[CH:12]1[C:18](O)=[O:19])=[O:10])[C:2]1[CH:7]=[CH:6][CH:5]=[CH:4][CH:3]=1.CSC. The catalyst is C1COCC1. The product is [CH2:1]([O:8][C:9]([N:11]1[CH2:15][CH2:14][CH:13]([O:16][CH3:17])[CH:12]1[CH2:18][OH:19])=[O:10])[C:2]1[CH:7]=[CH:6][CH:5]=[CH:4][CH:3]=1. The yield is 0.830. (4) The reactants are Br[C:2]1[C:7]([O:8][CH3:9])=[C:6]([Br:10])[CH:5]=[C:4]([F:11])[C:3]=1[N:12]([CH2:16]/[CH:17]=[CH:18]\[C:19]([O:21][CH2:22][CH3:23])=[O:20])[C:13](=[O:15])[CH3:14].CCN(C(C)C)C(C)C. The catalyst is CN(C=O)C.[N+](CCCC)(CCCC)(CCCC)CCCC.[Br-].CC([O-])=O.CC([O-])=O.[Pd+2]. The product is [C:13]([N:12]1[C:3]2[C:2](=[C:7]([O:8][CH3:9])[C:6]([Br:10])=[CH:5][C:4]=2[F:11])[C:17]([CH2:18][C:19]([O:21][CH2:22][CH3:23])=[O:20])=[CH:16]1)(=[O:15])[CH3:14]. The yield is 0.790. (5) The reactants are [C:1]([N:9]1[CH2:13][CH2:12][CH2:11][CH:10]1[C:14]1[CH:19]=[CH:18][N:17]=[C:16]([C:20]#[N:21])[CH:15]=1)(=[O:8])[C:2]1[CH:7]=[CH:6][CH:5]=[CH:4][CH:3]=1.[C:22](OC)(=[O:30])[C:23]1[C:24](=[CH:26][CH:27]=[CH:28][CH:29]=1)[SH:25].C(N(CC)CC)C. The catalyst is C1(C)C=CC=CC=1. The product is [C:1]([N:9]1[CH2:13][CH2:12][CH2:11][CH:10]1[C:14]1[CH:19]=[CH:18][N:17]=[C:16]([C:20]2[S:25][C:24]3[CH:26]=[CH:27][CH:28]=[CH:29][C:23]=3[C:22](=[O:30])[N:21]=2)[CH:15]=1)(=[O:8])[C:2]1[CH:7]=[CH:6][CH:5]=[CH:4][CH:3]=1. The yield is 0.820.